Dataset: Full USPTO retrosynthesis dataset with 1.9M reactions from patents (1976-2016). Task: Predict the reactants needed to synthesize the given product. (1) Given the product [F:32][C:30]1[CH:31]=[C:26]([NH:25][C:22]([C:17]2[NH:18][C:19]3[C:15]([CH:16]=2)=[CH:14][C:13]([CH:10]2[CH2:11][CH2:12][N:8]([CH2:1][C:2]4[CH:3]=[CH:4][CH:5]=[CH:6][CH:7]=4)[CH2:9]2)=[CH:21][CH:20]=3)=[O:24])[CH:27]=[N:28][CH:29]=1, predict the reactants needed to synthesize it. The reactants are: [CH2:1]([N:8]1[CH2:12][CH2:11][CH:10]([C:13]2[CH:14]=[C:15]3[C:19](=[CH:20][CH:21]=2)[NH:18][C:17]([C:22]([OH:24])=O)=[CH:16]3)[CH2:9]1)[C:2]1[CH:7]=[CH:6][CH:5]=[CH:4][CH:3]=1.[NH2:25][C:26]1[CH:27]=[N:28][CH:29]=[C:30]([F:32])[CH:31]=1. (2) Given the product [Cl:38][C:17]#[C:16][C:13]1[N:9]2[C:10]3[C:5]([N:6]=[C:7]([NH:24][CH2:25][CH2:26][CH2:27][O:28][CH:44]4[CH2:43][CH2:42][CH2:41][CH2:32][O:40]4)[C:8]2=[N:39][CH:14]=1)=[CH:4][C:3]([C:2]([F:30])([F:1])[F:29])=[CH:12][CH:11]=3, predict the reactants needed to synthesize it. The reactants are: [F:1][C:2]([F:30])([F:29])[C:3]1[CH:4]=[C:5]2[C:10](=[CH:11][CH:12]=1)[N:9]1[C:13]([C:16]#[C:17]C(=O)C(C)(C)C)=[CH:14]N=[C:8]1[C:7]([NH:24][CH2:25][CH2:26][CH2:27][OH:28])=[N:6]2.[Si](C=[N+]=[N-])(C)(C)[CH3:32].[Cl-:38].[NH4+:39].[O:40]1[CH2:44][CH2:43][CH2:42][CH2:41]1. (3) Given the product [CH2:1]([O:3][C:4]([C:6]1[S:16][C:9]2[N:10]=[C:11]([NH2:15])[N:12]=[C:13]([C:18]#[N:20])[C:8]=2[CH:7]=1)=[O:5])[CH3:2], predict the reactants needed to synthesize it. The reactants are: [CH2:1]([O:3][C:4]([C:6]1[S:16][C:9]2[N:10]=[C:11]([NH2:15])[N:12]=[C:13](Cl)[C:8]=2[CH:7]=1)=[O:5])[CH3:2].C[C:18]([N:20](C)C)=O. (4) Given the product [CH:1]1([N:5]2[CH2:6][CH2:7][CH:8]([O:11][C:12]3[CH:13]=[CH:14][C:15]([N:18]4[CH2:23][CH2:22][NH:21][CH2:20][C:19]4=[O:34])=[CH:16][CH:17]=3)[CH2:9][CH2:10]2)[CH2:4][CH2:3][CH2:2]1, predict the reactants needed to synthesize it. The reactants are: [CH:1]1([N:5]2[CH2:10][CH2:9][CH:8]([O:11][C:12]3[CH:17]=[CH:16][C:15]([N:18]4[CH2:23][CH2:22][N:21](C(OCC5C=CC=CC=5)=O)[CH2:20][C:19]4=[O:34])=[CH:14][CH:13]=3)[CH2:7][CH2:6]2)[CH2:4][CH2:3][CH2:2]1. (5) Given the product [CH2:7]([N:14]1[CH2:20][C:19]2[N:21]=[CH:22][C:23]([O:4][CH:1]([CH3:3])[CH3:2])=[N:24][C:18]=2[O:17][CH2:16][CH2:15]1)[C:8]1[CH:9]=[CH:10][CH:11]=[CH:12][CH:13]=1, predict the reactants needed to synthesize it. The reactants are: [CH:1]([OH:4])([CH3:3])[CH3:2].[H-].[Na+].[CH2:7]([N:14]1[CH2:20][C:19]2[N:21]=[CH:22][C:23](Cl)=[N:24][C:18]=2[O:17][CH2:16][CH2:15]1)[C:8]1[CH:13]=[CH:12][CH:11]=[CH:10][CH:9]=1.C1C=CC(P(C2C(C3C(P(C4C=CC=CC=4)C4C=CC=CC=4)=CC=C4C=3C=CC=C4)=C3C(C=CC=C3)=CC=2)C2C=CC=CC=2)=CC=1. (6) Given the product [C:26]([O:30][C:31](=[O:32])[NH:33][C@H:34]([C:35](=[O:36])[NH:23][C@@H:15]([CH2:16][C:17]1[CH:18]=[CH:19][CH:20]=[CH:21][CH:22]=1)[C@@H:14]([OH:24])[CH2:13][CH2:12][C:11](=[O:25])[NH:10][CH2:2][CH2:3][C:4]1[CH:5]=[CH:6][CH:7]=[CH:8][CH:9]=1)[CH:38]([CH3:39])[CH3:40])([CH3:27])([CH3:29])[CH3:28], predict the reactants needed to synthesize it. The reactants are: Cl.[CH2:2]([NH:10][C:11](=[O:25])[CH2:12][CH2:13][C@H:14]([OH:24])[C@@H:15]([NH2:23])[CH2:16][C:17]1[CH:22]=[CH:21][CH:20]=[CH:19][CH:18]=1)[CH2:3][C:4]1[CH:9]=[CH:8][CH:7]=[CH:6][CH:5]=1.[C:26]([O:30][C:31]([NH:33][C@@H:34]([CH:38]([CH3:40])[CH3:39])[C:35](O)=[O:36])=[O:32])([CH3:29])([CH3:28])[CH3:27].O.ON1C2C=CC=CC=2N=N1.CN1CCOCC1.Cl.CN(C)CCCN=C=NCC.C(=O)([O-])O.[Na+]. (7) Given the product [Cl:1][C:2]1[C:7]([C:8]([OH:10])=[O:9])=[C:6]([F:18])[C:5]([NH:19][S:20]([CH2:23][CH2:24][CH2:25][F:26])(=[O:22])=[O:21])=[CH:4][CH:3]=1, predict the reactants needed to synthesize it. The reactants are: [Cl:1][C:2]1[C:7]([C:8]([O:10]CC2C=CC=CC=2)=[O:9])=[C:6]([F:18])[C:5]([N:19](S(CCCF)(=O)=O)[S:20]([CH2:23][CH2:24][CH2:25][F:26])(=[O:22])=[O:21])=[CH:4][CH:3]=1. (8) Given the product [CH2:5]([O:4][C:2]1[O:11][C:10](=[O:12])[C:9]2[CH:13]=[CH:14][CH:15]=[CH:16][C:8]=2[N:7]=1)[CH3:6], predict the reactants needed to synthesize it. The reactants are: Cl[C:2]([O:4][CH2:5][CH3:6])=O.[NH2:7][C:8]1[CH:16]=[CH:15][CH:14]=[CH:13][C:9]=1[C:10]([OH:12])=[O:11]. (9) Given the product [OH:61][C:55]([C:57]([F:60])([F:59])[F:58])=[O:56].[NH2:31][CH2:30][CH2:29][CH2:28][NH:27][C:24]1[CH:23]=[C:22]([NH:39][C:40]2[CH:45]=[C:44]([CH3:46])[CH:43]=[C:42]([CH3:47])[N:41]=2)[C:21]([C:19]([NH2:18])=[O:20])=[N:26][CH:25]=1, predict the reactants needed to synthesize it. The reactants are: COC1C=CC(C([NH:18][C:19]([C:21]2[N:26]=[CH:25][C:24]([NH:27][CH2:28][CH2:29][CH2:30][NH:31]C(=O)OC(C)(C)C)=[CH:23][C:22]=2[NH:39][C:40]2[CH:45]=[C:44]([CH3:46])[CH:43]=[C:42]([CH3:47])[N:41]=2)=[O:20])C2C=CC(OC)=CC=2)=CC=1.C([SiH](CC)CC)C.[C:55]([OH:61])([C:57]([F:60])([F:59])[F:58])=[O:56]. (10) Given the product [Cl:36][C:22]1[N:21]=[C:20]2[C:25]([NH:26][CH:27]=[N:19]2)=[C:24]([N:28]2[CH:32]=[CH:31][N:30]=[C:29]2[CH2:33][CH2:34][CH3:35])[N:23]=1, predict the reactants needed to synthesize it. The reactants are: C(O[C@@H]1[C@H](OC(=O)C)[C@@H](COC(=O)C)O[C@H]1[N:19]1[CH:27]=[N:26][C:25]2[C:20]1=[N:21][C:22]([Cl:36])=[N:23][C:24]=2[N:28]1[CH:32]=[CH:31][N:30]=[C:29]1[CH2:33][CH2:34][CH3:35])(=O)C.C(Cl)(C)=O.